Dataset: Peptide-MHC class I binding affinity with 185,985 pairs from IEDB/IMGT. Task: Regression. Given a peptide amino acid sequence and an MHC pseudo amino acid sequence, predict their binding affinity value. This is MHC class I binding data. (1) The binding affinity (normalized) is 0.213. The MHC is HLA-B44:02 with pseudo-sequence HLA-B44:02. The peptide sequence is RRRGACVVY. (2) The peptide sequence is TYYPQVVLG. The MHC is HLA-B40:01 with pseudo-sequence HLA-B40:01. The binding affinity (normalized) is 0.0847. (3) The peptide sequence is WHTTKGAAL. The MHC is HLA-A31:01 with pseudo-sequence HLA-A31:01. The binding affinity (normalized) is 0.0847. (4) The peptide sequence is YSPALNKMF. The MHC is BoLA-JSP.1 with pseudo-sequence BoLA-JSP.1. The binding affinity (normalized) is 0.462. (5) The peptide sequence is LSVLSPNFI. The MHC is H-2-Db with pseudo-sequence H-2-Db. The binding affinity (normalized) is 0.370. (6) The peptide sequence is SFSNTIQSY. The MHC is HLA-A31:01 with pseudo-sequence HLA-A31:01. The binding affinity (normalized) is 0.